Regression. Given two drug SMILES strings and cell line genomic features, predict the synergy score measuring deviation from expected non-interaction effect. From a dataset of NCI-60 drug combinations with 297,098 pairs across 59 cell lines. (1) Drug 1: CC1C(C(=O)NC(C(=O)N2CCCC2C(=O)N(CC(=O)N(C(C(=O)O1)C(C)C)C)C)C(C)C)NC(=O)C3=C4C(=C(C=C3)C)OC5=C(C(=O)C(=C(C5=N4)C(=O)NC6C(OC(=O)C(N(C(=O)CN(C(=O)C7CCCN7C(=O)C(NC6=O)C(C)C)C)C)C(C)C)C)N)C. Drug 2: CC(C)(C#N)C1=CC(=CC(=C1)CN2C=NC=N2)C(C)(C)C#N. Cell line: OVCAR-4. Synergy scores: CSS=4.49, Synergy_ZIP=-1.19, Synergy_Bliss=2.00, Synergy_Loewe=-5.28, Synergy_HSA=-2.91. (2) Drug 1: CC1=CC=C(C=C1)C2=CC(=NN2C3=CC=C(C=C3)S(=O)(=O)N)C(F)(F)F. Drug 2: C1CCC(C(C1)N)N.C(=O)(C(=O)[O-])[O-].[Pt+4]. Cell line: OVCAR-4. Synergy scores: CSS=6.35, Synergy_ZIP=-4.13, Synergy_Bliss=-5.34, Synergy_Loewe=-3.32, Synergy_HSA=-2.75. (3) Drug 1: C1C(C(OC1N2C=C(C(=O)NC2=O)F)CO)O. Drug 2: B(C(CC(C)C)NC(=O)C(CC1=CC=CC=C1)NC(=O)C2=NC=CN=C2)(O)O. Cell line: MDA-MB-435. Synergy scores: CSS=64.9, Synergy_ZIP=2.38, Synergy_Bliss=4.39, Synergy_Loewe=1.67, Synergy_HSA=2.08.